Dataset: Experimentally validated miRNA-target interactions with 360,000+ pairs, plus equal number of negative samples. Task: Binary Classification. Given a miRNA mature sequence and a target amino acid sequence, predict their likelihood of interaction. The miRNA is hsa-miR-19a-3p with sequence UGUGCAAAUCUAUGCAAAACUGA. The protein sequence of the target gene is MRRAPAAERLLELGFPPRCGRQEPPFPLGVTRGWGRWPIQKRREGARPVPFSERSQEDGRGPAARSSGTLWRIRTRLSLCRDPEPPPPLCLLRVSLLCALRAGGRGSRWGEDGARLLLLPPARAAGNGEAEPSGGPSYAGRMLESSGCKALKEGVLEKRSDGLLQLWKKKCCILTEEGLLLIPPKQLQHQQQQQQQQQQQQQQQPGQGPAEPSQPSGPAVASLEPPVKLKELHFSNMKTVDCVERKGKYMYFTVVMAEGKEIDFRCPQDQGWNAEITLQMVQYKNRQAILAVKSTRQKQQ.... Result: 1 (interaction).